This data is from NCI-60 drug combinations with 297,098 pairs across 59 cell lines. The task is: Regression. Given two drug SMILES strings and cell line genomic features, predict the synergy score measuring deviation from expected non-interaction effect. (1) Drug 1: CC(C1=C(C=CC(=C1Cl)F)Cl)OC2=C(N=CC(=C2)C3=CN(N=C3)C4CCNCC4)N. Drug 2: C1CCN(CC1)CCOC2=CC=C(C=C2)C(=O)C3=C(SC4=C3C=CC(=C4)O)C5=CC=C(C=C5)O. Cell line: TK-10. Synergy scores: CSS=5.34, Synergy_ZIP=0.598, Synergy_Bliss=5.65, Synergy_Loewe=3.93, Synergy_HSA=4.43. (2) Drug 1: C1=NNC2=C1C(=O)NC=N2. Drug 2: C(CCl)NC(=O)N(CCCl)N=O. Cell line: SW-620. Synergy scores: CSS=6.20, Synergy_ZIP=-2.88, Synergy_Bliss=0.672, Synergy_Loewe=-5.57, Synergy_HSA=-1.04.